This data is from Full USPTO retrosynthesis dataset with 1.9M reactions from patents (1976-2016). The task is: Predict the reactants needed to synthesize the given product. (1) Given the product [CH3:9][O:8][C:6]([CH:5]1[CH2:4][CH2:3][CH2:2][C:1]1=[O:11])=[O:7], predict the reactants needed to synthesize it. The reactants are: [C:1]([O:11]C)(=O)[CH2:2][CH2:3][CH2:4][CH2:5][C:6]([O:8][CH3:9])=[O:7].[Cl-].[Cl-].[Cl-].[Al+3].ClCCl. (2) The reactants are: [NH2:1]/C=C\C(=O)C(F)(F)F.[CH:10]1([C:13](=O)[CH2:14][C:15]([O:17][CH3:18])=[O:16])[CH2:12][CH2:11]1.[C:20](O)([C:22]([F:25])([F:24])[F:23])=O.C(=O)([O-])[O-].[Na+].[Na+].[C:33]1([CH3:39])C=CC=CC=1. Given the product [CH:10]1([C:13]2[N:1]=[C:20]([C:22]([F:25])([F:24])[F:23])[CH:39]=[CH:33][C:14]=2[C:15]([O:17][CH3:18])=[O:16])[CH2:12][CH2:11]1, predict the reactants needed to synthesize it. (3) Given the product [Cl:29][C:3]1[CH:4]=[C:5]2[N:10]=[C:9]([O:11][C@H:12]3[C@H:16]4[O:17][CH2:18][C@@H:19]([OH:20])[C@H:15]4[O:14][CH2:13]3)[N:8]([CH2:21][O:22][CH2:23][CH2:24][Si:25]([CH3:28])([CH3:27])[CH3:26])[C:6]2=[N:7][C:2]=1[N:30]1[CH2:35][CH2:34][NH:33][CH2:32][CH2:31]1, predict the reactants needed to synthesize it. The reactants are: Cl[C:2]1[N:7]=[C:6]2[N:8]([CH2:21][O:22][CH2:23][CH2:24][Si:25]([CH3:28])([CH3:27])[CH3:26])[C:9]([O:11][C@H:12]3[C@H:16]4[O:17][CH2:18][C@@H:19]([OH:20])[C@H:15]4[O:14][CH2:13]3)=[N:10][C:5]2=[CH:4][C:3]=1[Cl:29].[NH:30]1[CH2:35][CH2:34][NH:33][CH2:32][CH2:31]1.C(=O)([O-])[O-].[Cs+].[Cs+]. (4) Given the product [CH3:18][C:19]1[CH:27]=[CH:26][C:22]2[N:23]([CH2:8][C:5]3[CH:6]=[CH:7][N:2]=[CH:3][CH:4]=3)[CH:24]=[N:25][C:21]=2[C:20]=1[N+:28]([O-:30])=[O:29], predict the reactants needed to synthesize it. The reactants are: Cl.[N:2]1[CH:7]=[CH:6][C:5]([CH2:8]Cl)=[CH:4][CH:3]=1.[H-].[Na+].C(=O)([O-])[O-].[K+].[K+].[CH3:18][C:19]1[CH:27]=[CH:26][C:22]2[NH:23][CH:24]=[N:25][C:21]=2[C:20]=1[N+:28]([O-:30])=[O:29].